From a dataset of Forward reaction prediction with 1.9M reactions from USPTO patents (1976-2016). Predict the product of the given reaction. (1) Given the reactants [ClH:1].[CH3:2][N:3]([CH3:25])[CH:4]1[CH2:9][CH2:8][N:7]([C:10](=[O:24])[CH2:11][CH2:12][C:13]2[N:14]([CH2:18][C:19]([O:21][CH2:22][CH3:23])=[O:20])[CH:15]=[CH:16][N:17]=2)[CH2:6][CH2:5]1, predict the reaction product. The product is: [ClH:1].[CH3:25][N:3]([CH3:2])[CH:4]1[CH2:9][CH2:8][N:7]([C:10](=[O:24])[CH2:11][CH2:12][C:13]2[N:14]([CH2:18][C:19]([O:21][CH2:22][CH3:23])=[O:20])[CH:15]=[CH:16][N:17]=2)[CH2:6][CH2:5]1. (2) Given the reactants C([O:3][C:4]([CH2:6][CH2:7][CH2:8][CH2:9][CH2:10][NH:11][C:12]1[C:25]2[C:26]3=[C:27]4[C:22](=[CH:23][CH:24]=2)[CH:21]=[CH:20][CH:19]=[C:18]4[CH:17]=[CH:16][C:15]3=[CH:14][CH:13]=1)=[O:5])C.[S:28](=[O:32])(=[O:31])([OH:30])O, predict the reaction product. The product is: [C:4]([CH2:6][CH2:7][CH2:8][CH2:9][CH2:10][NH:11][C:12]1[CH:13]=[C:14]([S:28]([OH:32])(=[O:31])=[O:30])[C:15]2[CH:16]=[CH:17][C:18]3[C:27]4[C:26]=2[C:25]=1[CH:24]=[CH:23][C:22]=4[C:21]([S:28]([OH:30])(=[O:32])=[O:31])=[CH:20][C:19]=3[S:28]([OH:30])(=[O:32])=[O:31])([OH:3])=[O:5]. (3) Given the reactants [Cl:1][C:2]1[CH:38]=[CH:37][C:5]([CH2:6][O:7][C:8]2[CH:13]=[CH:12][N:11]([C:14]3[CH:15]=[CH:16][C:17]4[C:18]5[CH2:28][N:27](C(OCCCC)=O)[CH2:26][CH2:25][CH2:24][C:19]=5[N:20]([CH3:23])[C:21]=4[CH:22]=3)[C:10](=[O:36])[CH:9]=2)=[CH:4][CH:3]=1.FC(F)(F)C(O)=O, predict the reaction product. The product is: [ClH:1].[Cl:1][C:2]1[CH:3]=[CH:4][C:5]([CH2:6][O:7][C:8]2[CH:13]=[CH:12][N:11]([C:14]3[CH:15]=[CH:16][C:17]4[C:18]5[CH2:28][NH:27][CH2:26][CH2:25][CH2:24][C:19]=5[N:20]([CH3:23])[C:21]=4[CH:22]=3)[C:10](=[O:36])[CH:9]=2)=[CH:37][CH:38]=1. (4) Given the reactants I[C:2]1[CH:11]=[C:10]2[C:5]([CH:6]=[C:7]([C:13]3[CH:18]=[CH:17][CH:16]=[CH:15][C:14]=3[C:19]([F:22])([F:21])[F:20])[NH:8][C:9]2=[O:12])=[CH:4][CH:3]=1.CC1(C)C2C=CC=C(P(C3C=CC=CC=3)C3C=CC=CC=3)C=2OC2C1=CC=CC=2P(C1C=CC=CC=1)C1C=CC=CC=1.C(=O)([O-])[O-].[Cs+].[Cs+].[CH3:71][NH:72][C:73]([NH2:75])=[O:74].[Cl-].[NH4+], predict the reaction product. The product is: [CH3:71][NH:72][C:73]([NH:75][C:2]1[CH:11]=[C:10]2[C:5]([CH:6]=[C:7]([C:13]3[CH:18]=[CH:17][CH:16]=[CH:15][C:14]=3[C:19]([F:22])([F:21])[F:20])[NH:8][C:9]2=[O:12])=[CH:4][CH:3]=1)=[O:74]. (5) Given the reactants [CH3:1][O:2][C:3]1[C:8]([CH3:9])=[CH:7][C:6]([CH:10]([OH:12])[CH3:11])=[C:5]([CH3:13])[CH:4]=1.[Cr](O[Cr]([O-])(=O)=O)([O-])(=O)=O.[NH+]1C=CC=CC=1.[NH+]1C=CC=CC=1, predict the reaction product. The product is: [CH3:1][O:2][C:3]1[C:8]([CH3:9])=[CH:7][C:6]([C:10](=[O:12])[CH3:11])=[C:5]([CH3:13])[CH:4]=1. (6) Given the reactants [CH2:1]([O:3][C:4]([C:6]1[C:10]([N+:11]([O-:13])=[O:12])=[CH:9][NH:8][N:7]=1)=[O:5])[CH3:2].CS(O[CH2:19][C:20]([F:23])([F:22])[F:21])(=O)=O, predict the reaction product. The product is: [CH2:1]([O:3][C:4]([C:6]1[C:10]([N+:11]([O-:13])=[O:12])=[CH:9][N:8]([CH2:19][C:20]([F:23])([F:22])[F:21])[N:7]=1)=[O:5])[CH3:2].